This data is from Forward reaction prediction with 1.9M reactions from USPTO patents (1976-2016). The task is: Predict the product of the given reaction. (1) Given the reactants [NH2:1][C:2]1[N:6]([CH3:7])[N:5]=[CH:4][CH:3]=1.[N:8](OCCC(C)C)=[O:9].Cl.C(OC(C)C)(C)C, predict the reaction product. The product is: [NH2:1][C:2]1[N:6]([CH3:7])[N:5]=[CH:4][C:3]=1[N:8]=[O:9]. (2) Given the reactants [Cl:1][C:2]1[CH:36]=[CH:35][C:5]([CH2:6][CH2:7][N:8]2[CH2:13][CH2:12][N:11]([C:14]3[CH:19]=[CH:18][C:17]4[C:20]5[CH2:25][CH2:24][N:23](C(OC(C)(C)C)=O)[CH2:22][C:21]=5[S:33][C:16]=4[CH:15]=3)[C:10](=[O:34])[CH2:9]2)=[CH:4][CH:3]=1.Cl, predict the reaction product. The product is: [ClH:1].[Cl:1][C:2]1[CH:36]=[CH:35][C:5]([CH2:6][CH2:7][N:8]2[CH2:13][CH2:12][N:11]([C:14]3[CH:19]=[CH:18][C:17]4[C:20]5[CH2:25][CH2:24][NH:23][CH2:22][C:21]=5[S:33][C:16]=4[CH:15]=3)[C:10](=[O:34])[CH2:9]2)=[CH:4][CH:3]=1. (3) Given the reactants [CH3:1][C:2]1[CH:7]=[CH:6][CH:5]=[CH:4][C:3]=1[NH:8][CH2:9][C:10]1[CH:19]=[CH:18][C:17]2[C:12](=[CH:13][CH:14]=[CH:15][CH:16]=2)[C:11]=1[C:20]1[N:25]=[C:24]([CH:26]=O)[CH:23]=[CH:22][CH:21]=1.[CH3:28][C:29]1[CH:35]=[C:34]([CH3:36])[CH:33]=[C:32]([CH3:37])[C:30]=1[NH2:31], predict the reaction product. The product is: [C:29]1([CH3:28])[CH:35]=[C:34]([CH3:36])[CH:33]=[C:32]([CH3:37])[C:30]=1[N:31]=[CH:26][C:24]1[CH:23]=[CH:22][CH:21]=[C:20]([C:11]2[C:12]3[C:17](=[CH:16][CH:15]=[CH:14][CH:13]=3)[CH:18]=[CH:19][C:10]=2[CH2:9][NH:8][C:3]2[CH:4]=[CH:5][CH:6]=[CH:7][C:2]=2[CH3:1])[N:25]=1.